From a dataset of Full USPTO retrosynthesis dataset with 1.9M reactions from patents (1976-2016). Predict the reactants needed to synthesize the given product. (1) The reactants are: C(Cl)Cl.[Cl-].[F:5][C:6]1[CH:7]=[C:8]([CH:11]=[C:12]([F:14])[CH:13]=1)[CH2:9][Zn+].Br[C:16]1[CH:17]=[C:18]2[C:24]([NH2:25])=[N:23][NH:22][C:19]2=[N:20][CH:21]=1.O. Given the product [F:5][C:6]1[CH:7]=[C:8]([CH:11]=[C:12]([F:14])[CH:13]=1)[CH2:9][C:16]1[CH:17]=[C:18]2[C:24]([NH2:25])=[N:23][NH:22][C:19]2=[N:20][CH:21]=1, predict the reactants needed to synthesize it. (2) The reactants are: CS([O:5][CH2:6][CH2:7][N:8]1[C:13](=[O:14])[CH:12]=[CH:11][C:10]([CH:15]([C:22]2[CH:27]=[CH:26][CH:25]=[CH:24][CH:23]=2)[C:16]2[CH:21]=[CH:20][CH:19]=[CH:18][CH:17]=2)=[N:9]1)(=O)=O.O[C:29]1[CH:30]=[C:31]([CH:41]=[CH:42][CH:43]=1)[O:32][CH2:33][CH2:34][CH2:35][C:36]([O:38][CH2:39][CH3:40])=[O:37].C([O-])([O-])=O.[K+].[K+].[I-].[Na+]. Given the product [C:16]1([CH:15]([C:22]2[CH:27]=[CH:26][CH:25]=[CH:24][CH:23]=2)[C:10]2[CH:11]=[CH:12][C:13](=[O:14])[N:8]([CH2:7][CH2:6][O:5][C:29]3[CH:30]=[C:31]([CH:41]=[CH:42][CH:43]=3)[O:32][CH2:33][CH2:34][CH2:35][C:36]([O:38][CH2:39][CH3:40])=[O:37])[N:9]=2)[CH:21]=[CH:20][CH:19]=[CH:18][CH:17]=1, predict the reactants needed to synthesize it. (3) Given the product [CH2:24]([O:1][C:2]1[C:11]([O:23][CH2:22][CH2:42][CH2:41][CH2:40][CH2:39][CH2:38][CH2:37][CH2:36][CH2:35][CH2:34][CH2:33][CH2:32][CH2:31][CH2:30][CH2:29][CH2:28][CH2:27][CH2:26][CH2:25][CH3:24])=[CH:10][CH:9]=[CH:8][C:3]=1[C:4]([O:6][CH3:7])=[O:5])[CH2:25][CH2:26][CH2:27][CH2:28][CH2:29][CH2:30][CH2:31][CH2:32][CH2:33][CH2:34][CH2:35][CH2:36][CH2:37][CH2:38][CH2:39][CH2:40][CH2:41][CH2:42][CH3:43], predict the reactants needed to synthesize it. The reactants are: [OH:1][C:2]1[C:11](O)=[CH:10][CH:9]=[CH:8][C:3]=1[C:4]([O:6][CH3:7])=[O:5].C(=O)([O-])[O-].[K+].[K+].CN([CH:22]=[O:23])C.[CH2:24](Br)[CH2:25][CH2:26][CH2:27][CH2:28][CH2:29][CH2:30][CH2:31][CH2:32][CH2:33][CH2:34][CH2:35][CH2:36][CH2:37][CH2:38][CH2:39][CH2:40][CH2:41][CH2:42][CH3:43]. (4) Given the product [Br:1][C:2]1[C:3]([CH3:10])=[C:4]([CH2:5][O:6][CH:27]2[CH2:26][CH2:25][CH2:24][CH2:23][O:18]2)[CH:7]=[CH:8][CH:9]=1, predict the reactants needed to synthesize it. The reactants are: [Br:1][C:2]1[C:3]([CH3:10])=[C:4]([CH:7]=[CH:8][CH:9]=1)[CH2:5][OH:6].[C:25]1(C)[CH:26]=[CH:27]C(S([O-])(=[O:18])=[O:18])=[CH:23][CH:24]=1.[NH+]1[CH:27]=[CH:26][CH:25]=[CH:24][CH:23]=1. (5) Given the product [O:12]1[C:16]2[CH:17]=[CH:18][C:19]([O:21][C:22]3[N:30]=[CH:29][CH:28]=[CH:27][C:23]=3[C:24]([NH:2][CH2:3][C:4]3[CH:9]=[CH:8][C:7]([OH:10])=[CH:6][C:5]=3[F:11])=[O:25])=[CH:20][C:15]=2[O:14][CH2:13]1, predict the reactants needed to synthesize it. The reactants are: Cl.[NH2:2][CH2:3][C:4]1[CH:9]=[CH:8][C:7]([OH:10])=[CH:6][C:5]=1[F:11].[O:12]1[C:16]2[CH:17]=[CH:18][C:19]([O:21][C:22]3[N:30]=[CH:29][CH:28]=[CH:27][C:23]=3[C:24](O)=[O:25])=[CH:20][C:15]=2[O:14][CH2:13]1.O.ON1C2C=CC=CC=2N=N1.Cl.CN(C)CCCN=C=NCC.C(N(CC)CC)C.[OH-].[Li+].[OH-].[Na+].